This data is from Full USPTO retrosynthesis dataset with 1.9M reactions from patents (1976-2016). The task is: Predict the reactants needed to synthesize the given product. (1) Given the product [CH:1]([C:4]1[C:9]([OH:10])=[CH:8][CH:7]=[C:6]([CH:11]([CH3:13])[CH3:12])[N:5]=1)([CH3:3])[CH3:2], predict the reactants needed to synthesize it. The reactants are: [C:1]([C:4]1[C:9]([OH:10])=[CH:8][CH:7]=[C:6]([C:11]([CH3:13])=[CH2:12])[N:5]=1)([CH3:3])=[CH2:2].O1CCCC1. (2) Given the product [N:6]1[C:5]2[CH:7]=[CH:8][CH:9]=[CH:10][C:4]=2[NH:3][C:2]=1[NH:16][C:15]1[CH:17]=[CH:18][C:12]([F:11])=[C:13]([CH3:19])[CH:14]=1, predict the reactants needed to synthesize it. The reactants are: Cl[C:2]1[NH:3][C:4]2[CH:10]=[CH:9][CH:8]=[CH:7][C:5]=2[N:6]=1.[F:11][C:12]1[CH:18]=[CH:17][C:15]([NH2:16])=[CH:14][C:13]=1[CH3:19]. (3) Given the product [NH2:36][C:37]1[S:38][CH:39]=[C:40]([CH2:42][C:43]([NH:1][C:2]2[CH:3]=[CH:4][C:5]([CH2:6][C@@H:7]3[CH2:11][CH2:10][C@H:9]([C@H:12]([O:19][Si:20]([C:23]([CH3:26])([CH3:25])[CH3:24])([CH3:22])[CH3:21])[C:13]4[CH:18]=[CH:17][CH:16]=[CH:15][CH:14]=4)[N:8]3[C:27]([O:29][C:30]([CH3:33])([CH3:32])[CH3:31])=[O:28])=[CH:34][CH:35]=2)=[O:44])[N:41]=1, predict the reactants needed to synthesize it. The reactants are: [NH2:1][C:2]1[CH:35]=[CH:34][C:5]([CH2:6][C@@H:7]2[CH2:11][CH2:10][C@H:9]([C@H:12]([O:19][Si:20]([C:23]([CH3:26])([CH3:25])[CH3:24])([CH3:22])[CH3:21])[C:13]3[CH:18]=[CH:17][CH:16]=[CH:15][CH:14]=3)[N:8]2[C:27]([O:29][C:30]([CH3:33])([CH3:32])[CH3:31])=[O:28])=[CH:4][CH:3]=1.[NH2:36][C:37]1[S:38][CH:39]=[C:40]([CH2:42][C:43](O)=[O:44])[N:41]=1. (4) Given the product [C@@H:1]12[CH2:7][C@@H:4]([CH:5]=[CH:6]1)[CH2:3][N:2]2[C:21]([O:20][C:17]([CH3:19])([CH3:18])[CH3:16])=[O:22], predict the reactants needed to synthesize it. The reactants are: [C@@H:1]12[CH2:7][CH:4]([CH:5]=[CH:6]1)[C:3](=O)[NH:2]2.[H-].[Al+3].[Li+].[H-].[H-].[H-].O.[CH3:16][C:17]([O:20][C:21](O[C:21]([O:20][C:17]([CH3:19])([CH3:18])[CH3:16])=[O:22])=[O:22])([CH3:19])[CH3:18].